Task: Predict the product of the given reaction.. Dataset: Forward reaction prediction with 1.9M reactions from USPTO patents (1976-2016) (1) Given the reactants [CH3:1][C:2]([NH:16]C=O)([CH3:15])[CH2:3][CH2:4][N:5]1[C:9]2[CH:10]=[CH:11][CH:12]=[CH:13][C:8]=2[NH:7][C:6]1=[O:14].Cl.CO, predict the reaction product. The product is: [NH2:16][C:2]([CH3:15])([CH3:1])[CH2:3][CH2:4][N:5]1[C:9]2[CH:10]=[CH:11][CH:12]=[CH:13][C:8]=2[NH:7][C:6]1=[O:14]. (2) The product is: [CH2:1]([C:3]1[CH:8]=[C:7]([OH:9])[CH:6]=[CH:5][C:4]=1[C:18]1[N:22]=[C:21]([C:23]2[CH:24]=[CH:25][C:26]([O:31][CH:32]([CH3:33])[CH3:34])=[C:27]([CH:30]=2)[C:28]#[N:29])[O:20][N:19]=1)[CH3:2]. Given the reactants [CH2:1]([C:3]1[CH:8]=[C:7]([O:9]COCC[Si](C)(C)C)[CH:6]=[CH:5][C:4]=1[C:18]1[N:22]=[C:21]([C:23]2[CH:24]=[CH:25][C:26]([O:31][CH:32]([CH3:34])[CH3:33])=[C:27]([CH:30]=2)[C:28]#[N:29])[O:20][N:19]=1)[CH3:2].CCCC[N+](CCCC)(CCCC)CCCC.[F-], predict the reaction product.